Task: Predict the product of the given reaction.. Dataset: Forward reaction prediction with 1.9M reactions from USPTO patents (1976-2016) (1) The product is: [C:1]([C:5]1[C:6]([OH:24])=[C:7]([C:11]([CH3:23])=[C:12]([C:14]([C:15]2[CH:20]=[CH:19][C:18]([Cl:21])=[CH:17][CH:16]=2)=[N:26][OH:27])[CH:13]=1)[C:8]([OH:10])=[O:9])([CH3:4])([CH3:3])[CH3:2]. Given the reactants [C:1]([C:5]1[C:6]([OH:24])=[C:7]([C:11]([CH3:23])=[C:12]([C:14](=O)[C:15]2[CH:20]=[CH:19][C:18]([Cl:21])=[CH:17][CH:16]=2)[CH:13]=1)[C:8]([OH:10])=[O:9])([CH3:4])([CH3:3])[CH3:2].Cl.[NH2:26][OH:27].C(=O)([O-])O.[Na+], predict the reaction product. (2) Given the reactants [Br:1][C:2]1[CH:10]=[CH:9][CH:8]=[C:7]2[C:3]=1[CH:4]=[N:5][NH:6]2.Br[CH2:12][C:13]1[CH:18]=[CH:17][CH:16]=[C:15]([F:19])[CH:14]=1, predict the reaction product. The product is: [Br:1][C:2]1[C:3]2[C:7]([CH:8]=[CH:9][CH:10]=1)=[N:6][N:5]([CH2:12][C:13]1[CH:18]=[CH:17][CH:16]=[C:15]([F:19])[CH:14]=1)[CH:4]=2. (3) The product is: [Cl:1][C:2]1[CH:3]=[C:4]([C:8]#[C:9][C:10]2[CH2:14][C:13]3([C:22]4[C:17](=[CH:18][CH:19]=[CH:20][CH:21]=4)[C:16](=[N:26][O:25][CH3:24])[CH2:15]3)[O:12][N:11]=2)[CH:5]=[CH:6][CH:7]=1. Given the reactants [Cl:1][C:2]1[CH:3]=[C:4]([C:8]#[C:9][C:10]2[CH2:14][C:13]3([C:22]4[C:17](=[CH:18][CH:19]=[CH:20][CH:21]=4)[C:16](=O)[CH2:15]3)[O:12][N:11]=2)[CH:5]=[CH:6][CH:7]=1.[CH3:24][O:25][NH2:26].Cl, predict the reaction product. (4) Given the reactants [C:1]([C:5]1[CH:6]=[C:7]([C:17](=[NH:19])[NH2:18])[CH:8]=[C:9]([C:13]([CH3:16])([CH3:15])[CH3:14])[C:10]=1[O:11][CH3:12])([CH3:4])([CH3:3])[CH3:2].C[Si](C)(C)[C:22]#[C:23][C:24]([CH:26]1[CH2:31][CH2:30][N:29]([C:32]([O:34][C:35]([CH3:38])([CH3:37])[CH3:36])=[O:33])[CH2:28][CH2:27]1)=O.C(=O)([O-])[O-].[Na+].[Na+], predict the reaction product. The product is: [C:1]([C:5]1[CH:6]=[C:7]([C:17]2[N:18]=[C:24]([CH:26]3[CH2:31][CH2:30][N:29]([C:32]([O:34][C:35]([CH3:38])([CH3:37])[CH3:36])=[O:33])[CH2:28][CH2:27]3)[CH:23]=[CH:22][N:19]=2)[CH:8]=[C:9]([C:13]([CH3:16])([CH3:15])[CH3:14])[C:10]=1[O:11][CH3:12])([CH3:4])([CH3:2])[CH3:3]. (5) Given the reactants [Br:1][C:2]1[CH:3]=[C:4]2[C:9](=[CH:10][CH:11]=1)[NH:8][C:7](=[O:12])[C:6]([CH2:13][C:14]1[CH:15]=[N:16][CH:17]=[N:18][CH:19]=1)=[C:5]2[OH:20].Cl[C:22]([F:28])([F:27])C(OC)=O.C([O-])([O-])=O.[K+].[K+], predict the reaction product. The product is: [Br:1][C:2]1[CH:3]=[C:4]2[C:9](=[CH:10][CH:11]=1)[N:8]=[C:7]([OH:12])[C:6]([CH2:13][C:14]1[CH:19]=[N:18][CH:17]=[N:16][CH:15]=1)=[C:5]2[O:20][CH:22]([F:28])[F:27]. (6) Given the reactants [CH:1]1[C:13]2[CH:12]([CH2:14][O:15][C:16]([N:18]3[CH2:23][C@H:22]([NH:24][C:25]([O:27][C:28]([CH3:31])([CH3:30])[CH3:29])=[O:26])[CH2:21][C@H:20]([C:32]([OH:34])=O)[CH2:19]3)=[O:17])[C:11]3[C:6](=[CH:7][CH:8]=[CH:9][CH:10]=3)[C:5]=2[CH:4]=[CH:3][CH:2]=1.[CH2:35]([NH:42][CH2:43][CH:44]([C:48]1[CH:53]=[CH:52][CH:51]=[CH:50][CH:49]=1)[CH:45]([CH3:47])[CH3:46])[C:36]1[CH:41]=[CH:40][CH:39]=[CH:38][CH:37]=1.C(N(C(C)C)C(C)C)C.CCCP(=O)=O, predict the reaction product. The product is: [CH:1]1[C:13]2[CH:12]([CH2:14][O:15][C:16]([N:18]3[CH2:23][C@H:22]([NH:24][C:25]([O:27][C:28]([CH3:30])([CH3:29])[CH3:31])=[O:26])[CH2:21][C@H:20]([C:32](=[O:34])[N:42]([CH2:35][C:36]4[CH:37]=[CH:38][CH:39]=[CH:40][CH:41]=4)[CH2:43][CH:44]([C:48]4[CH:49]=[CH:50][CH:51]=[CH:52][CH:53]=4)[CH:45]([CH3:47])[CH3:46])[CH2:19]3)=[O:17])[C:11]3[C:6](=[CH:7][CH:8]=[CH:9][CH:10]=3)[C:5]=2[CH:4]=[CH:3][CH:2]=1. (7) Given the reactants [C:1]12([C:11]3[CH:17]=[CH:16][C:14]([NH2:15])=[CH:13][CH:12]=3)[CH2:10][CH:5]3[CH2:6][CH:7]([CH2:9][CH:3]([CH2:4]3)[CH2:2]1)[CH2:8]2.C(=O)([O-])[O-].[K+].[K+].Cl[C:25](=[O:31])[C:26]([O:28][CH2:29][CH3:30])=[O:27], predict the reaction product. The product is: [C:1]12([C:11]3[CH:12]=[CH:13][C:14]([NH:15][C:25](=[O:31])[C:26]([O:28][CH2:29][CH3:30])=[O:27])=[CH:16][CH:17]=3)[CH2:8][CH:7]3[CH2:9][CH:3]([CH2:4][CH:5]([CH2:6]3)[CH2:10]1)[CH2:2]2. (8) Given the reactants [CH3:1][C:2]1[CH:3]=[C:4]([OH:8])[CH:5]=[CH:6][CH:7]=1.CC([O-])(C)C.[K+].C1COCC1.ClC1C=CC=CC=1OCCC(O)=O.[C:33](#[N:36])[CH:34]=[CH2:35], predict the reaction product. The product is: [CH3:1][C:2]1[CH:3]=[C:4]([CH:5]=[CH:6][CH:7]=1)[O:8][CH2:35][CH2:34][C:33]#[N:36]. (9) Given the reactants [OH:1][CH:2]1[CH2:7][CH2:6][NH:5][CH2:4][CH2:3]1.Br[C:9]1[CH:18]=[CH:17][C:12]([C:13]([O:15][CH3:16])=[O:14])=[CH:11][C:10]=1[CH3:19].C1C=CC(P(C2C=CC3C(=CC=CC=3)C=2C2C3C(=CC=CC=3)C=CC=2P(C2C=CC=CC=2)C2C=CC=CC=2)C2C=CC=CC=2)=CC=1.C(=O)([O-])[O-].[Cs+].[Cs+], predict the reaction product. The product is: [CH3:16][O:15][C:13](=[O:14])[C:12]1[CH:17]=[CH:18][C:9]([N:5]2[CH2:6][CH2:7][CH:2]([OH:1])[CH2:3][CH2:4]2)=[C:10]([CH3:19])[CH:11]=1.